Dataset: Full USPTO retrosynthesis dataset with 1.9M reactions from patents (1976-2016). Task: Predict the reactants needed to synthesize the given product. (1) Given the product [Cl:26][C:27]1[CH:28]=[CH:29][C:30]([O:31][P:32]([NH:46][C@@H:47]([CH3:55])[C:48]([O:50][C@@H:51]([CH2:53][CH3:54])[CH3:52])=[O:49])([O:10][CH2:9][C@@H:6]2[C@@H:7]([OH:8])[C@@:3]([C:1]#[CH:2])([OH:19])[C@H:4]([N:11]3[CH:16]=[CH:15][C:14](=[O:17])[NH:13][C:12]3=[O:18])[O:5]2)=[O:33])=[CH:56][CH:57]=1, predict the reactants needed to synthesize it. The reactants are: [C:1]([C@@:3]1([OH:19])[C@H:7]([OH:8])[C@@H:6]([CH2:9][OH:10])[O:5][C@H:4]1[N:11]1[CH:16]=[CH:15][C:14](=[O:17])[NH:13][C:12]1=[O:18])#[CH:2].C([Mg]Cl)(C)(C)C.[Cl:26][C:27]1[CH:57]=[CH:56][C:30]([O:31][P:32]([NH:46][C@@H:47]([CH3:55])[C:48]([O:50][C@@H:51]([CH2:53][CH3:54])[CH3:52])=[O:49])(OC2C(F)=C(F)C(F)=C(F)C=2F)=[O:33])=[CH:29][CH:28]=1. (2) The reactants are: [CH2:1]([C:5]1[CH:13]=[CH:12][C:8]([CH:9]=[N:10][OH:11])=[CH:7][CH:6]=1)[CH:2]([CH3:4])[CH3:3].[Cl:14]N1C(=O)CCC1=O. Given the product [OH:11][N:10]=[C:9]([Cl:14])[C:8]1[CH:7]=[CH:6][C:5]([CH2:1][CH:2]([CH3:4])[CH3:3])=[CH:13][CH:12]=1, predict the reactants needed to synthesize it. (3) Given the product [OH:31][CH2:30][CH2:29][N:27]1[CH:28]=[C:24]([C:2]2[CH:3]=[C:4]3[C:9](=[CH:10][CH:11]=2)[N:8]([C:12](=[O:14])[CH3:13])[C@@H:7]([CH3:15])[CH2:6][NH:5]3)[CH:25]=[N:26]1, predict the reactants needed to synthesize it. The reactants are: Br[C:2]1[CH:3]=[C:4]2[C:9](=[CH:10][CH:11]=1)[N:8]([C:12](=[O:14])[CH3:13])[C@@H:7]([CH3:15])[CH2:6][NH:5]2.CC1(C)C(C)(C)OB([C:24]2[CH:25]=[N:26][N:27]([CH2:29][CH2:30][OH:31])[CH:28]=2)O1.C1(N2C=C(C3C=C4C(=CC=3)N(C(=O)C)[C@@H](C)CN4)C=N2)CC1. (4) Given the product [NH2:18][C:17]1[N:1]([C:3]2[CH:8]=[CH:7][N:6]=[CH:5][C:4]=2[CH3:9])[N:2]=[CH:13][C:14]=1[C:15]#[N:16], predict the reactants needed to synthesize it. The reactants are: [NH:1]([C:3]1[CH:8]=[CH:7][N:6]=[CH:5][C:4]=1[CH3:9])[NH2:2].C(O[CH:13]=[C:14]([C:17]#[N:18])[C:15]#[N:16])C.